This data is from NCI-60 drug combinations with 297,098 pairs across 59 cell lines. The task is: Regression. Given two drug SMILES strings and cell line genomic features, predict the synergy score measuring deviation from expected non-interaction effect. (1) Drug 1: C1=NC(=NC(=O)N1C2C(C(C(O2)CO)O)O)N. Drug 2: CCN(CC)CCNC(=O)C1=C(NC(=C1C)C=C2C3=C(C=CC(=C3)F)NC2=O)C. Cell line: BT-549. Synergy scores: CSS=26.7, Synergy_ZIP=-7.27, Synergy_Bliss=-2.29, Synergy_Loewe=-6.82, Synergy_HSA=-2.61. (2) Drug 1: CC1=C2C(C(=O)C3(C(CC4C(C3C(C(C2(C)C)(CC1OC(=O)C(C(C5=CC=CC=C5)NC(=O)OC(C)(C)C)O)O)OC(=O)C6=CC=CC=C6)(CO4)OC(=O)C)OC)C)OC. Drug 2: C1C(C(OC1N2C=NC3=C2NC=NCC3O)CO)O. Cell line: NCI-H460. Synergy scores: CSS=68.9, Synergy_ZIP=15.8, Synergy_Bliss=15.6, Synergy_Loewe=-7.67, Synergy_HSA=15.9. (3) Drug 1: CCC1=C2CN3C(=CC4=C(C3=O)COC(=O)C4(CC)O)C2=NC5=C1C=C(C=C5)O. Drug 2: CC1=C(N=C(N=C1N)C(CC(=O)N)NCC(C(=O)N)N)C(=O)NC(C(C2=CN=CN2)OC3C(C(C(C(O3)CO)O)O)OC4C(C(C(C(O4)CO)O)OC(=O)N)O)C(=O)NC(C)C(C(C)C(=O)NC(C(C)O)C(=O)NCCC5=NC(=CS5)C6=NC(=CS6)C(=O)NCCC[S+](C)C)O. Cell line: MOLT-4. Synergy scores: CSS=63.5, Synergy_ZIP=4.66, Synergy_Bliss=5.31, Synergy_Loewe=-2.36, Synergy_HSA=5.53. (4) Drug 1: C(CC(=O)O)C(=O)CN.Cl. Drug 2: CCC1(C2=C(COC1=O)C(=O)N3CC4=CC5=C(C=CC(=C5CN(C)C)O)N=C4C3=C2)O.Cl. Cell line: OVCAR3. Synergy scores: CSS=17.3, Synergy_ZIP=-8.87, Synergy_Bliss=-6.91, Synergy_Loewe=-13.1, Synergy_HSA=-5.53. (5) Drug 1: CN(C)C1=NC(=NC(=N1)N(C)C)N(C)C. Drug 2: CC(C)CN1C=NC2=C1C3=CC=CC=C3N=C2N. Cell line: K-562. Synergy scores: CSS=-3.64, Synergy_ZIP=2.66, Synergy_Bliss=-3.88, Synergy_Loewe=-10.5, Synergy_HSA=-8.23.